The task is: Predict the product of the given reaction.. This data is from Forward reaction prediction with 1.9M reactions from USPTO patents (1976-2016). (1) Given the reactants [F:1][C:2]1[CH:3]=[C:4]([CH:7]=[CH:8][C:9]=1[CH2:10][OH:11])[C:5]#[N:6].[H-].[Na+].[CH3:14]I, predict the reaction product. The product is: [F:1][C:2]1[CH:3]=[C:4]([CH:7]=[CH:8][C:9]=1[CH2:10][O:11][CH3:14])[C:5]#[N:6]. (2) The product is: [CH3:14][S:13][C:10]1[N:9]=[C:8]([C:21]2[CH:20]=[CH:19][CH:18]=[CH:17][C:16]=2[Cl:15])[S:12][N:11]=1. Given the reactants COCCOC.Cl[C:8]1[S:12][N:11]=[C:10]([S:13][CH3:14])[N:9]=1.[Cl:15][C:16]1[CH:17]=[C:18](B(O)O)[CH:19]=[CH:20][CH:21]=1.C(=O)([O-])[O-].[Na+].[Na+], predict the reaction product. (3) The product is: [O:28]1[CH2:29][CH2:30][CH:25]([NH:24][C:21]([C:18]2[CH:17]=[N:16][C:15]([O:14][CH2:13][C:3]3[C:4]([C:7]4[CH:8]=[CH:9][CH:10]=[CH:11][CH:12]=4)=[N:5][O:6][C:2]=3[CH3:1])=[CH:20][N:19]=2)=[O:23])[CH2:26][CH2:27]1. Given the reactants [CH3:1][C:2]1[O:6][N:5]=[C:4]([C:7]2[CH:12]=[CH:11][CH:10]=[CH:9][CH:8]=2)[C:3]=1[CH2:13][O:14][C:15]1[N:16]=[CH:17][C:18]([C:21]([OH:23])=O)=[N:19][CH:20]=1.[NH2:24][CH:25]1[CH2:30][CH2:29][O:28][CH2:27][CH2:26]1, predict the reaction product. (4) The product is: [CH3:22][C:11]1[C:12]2[CH2:13][CH2:14][C:15]3[CH:21]=[CH:20][CH:19]=[CH:18][C:16]=3[C:17]=2[N:9]([C:6]2[CH:5]=[CH:4][C:3]([OH:2])=[CH:8][CH:7]=2)[N:10]=1. Given the reactants C[O:2][C:3]1[CH:8]=[CH:7][C:6]([N:9]2[C:17]3[C:16]4[CH:18]=[CH:19][CH:20]=[CH:21][C:15]=4[CH2:14][CH2:13][C:12]=3[C:11]([CH3:22])=[N:10]2)=[CH:5][CH:4]=1.B(Br)(Br)Br, predict the reaction product. (5) Given the reactants Cl[C:2]1[N:7]2[N:8]=[CH:9][CH:10]=[C:6]2[N:5]=[C:4]([C:11]2[CH:16]=[CH:15][C:14]([C:17]([F:20])([F:19])[F:18])=[CH:13][CH:12]=2)[CH:3]=1.[CH3:21][Zn]C.C1(C)C=CC=CC=1.[NH4+].[Cl-], predict the reaction product. The product is: [CH3:21][C:2]1[N:7]2[N:8]=[CH:9][CH:10]=[C:6]2[N:5]=[C:4]([C:11]2[CH:16]=[CH:15][C:14]([C:17]([F:20])([F:19])[F:18])=[CH:13][CH:12]=2)[CH:3]=1. (6) Given the reactants [Cl:1][C:2]1[CH:21]=[CH:20][CH:19]=[C:18]([C:22]([F:25])([F:24])[F:23])[C:3]=1[C:4]([N:6]1[C:14]2[CH:13]=[CH:12][CH:11]=[C:10]([CH:15]=[O:16])[C:9]=2[C:8](I)=[N:7]1)=[O:5].[CH3:26][O:27][C:28]([C:30]1[CH:35]=[CH:34][C:33](B(O)O)=[CH:32][CH:31]=1)=[O:29].C([O-])([O-])=O.[K+].[K+], predict the reaction product. The product is: [Cl:1][C:2]1[CH:21]=[CH:20][CH:19]=[C:18]([C:22]([F:25])([F:24])[F:23])[C:3]=1[C:4]([N:6]1[C:14]2[C:9](=[C:10]([CH:15]=[O:16])[CH:11]=[CH:12][CH:13]=2)[C:8]([C:33]2[CH:34]=[CH:35][C:30]([C:28]([O:27][CH3:26])=[O:29])=[CH:31][CH:32]=2)=[N:7]1)=[O:5]. (7) Given the reactants [CH2:1]([O:8][C:9]([N:11]1[CH2:16][CH2:15][C:14]([C:20]2[CH:29]=[CH:28][C:27]3[C:22](=[CH:23][CH:24]=[CH:25][CH:26]=3)[CH:21]=2)([C:17](O)=[O:18])[CH2:13][CH2:12]1)=[O:10])[C:2]1[CH:7]=[CH:6][CH:5]=[CH:4][CH:3]=1.FC(F)(F)C(O)=O, predict the reaction product. The product is: [CH:17]([C:14]1([C:20]2[CH:29]=[CH:28][C:27]3[C:22](=[CH:23][CH:24]=[CH:25][CH:26]=3)[CH:21]=2)[CH2:13][CH2:12][N:11]([C:9]([O:8][CH2:1][C:2]2[CH:7]=[CH:6][CH:5]=[CH:4][CH:3]=2)=[O:10])[CH2:16][CH2:15]1)=[O:18]. (8) The product is: [N:1]1[CH:6]=[CH:5][CH:4]=[C:3]([C:7]2[S:11][C:10]([C:12](=[N:14][O:15][C:23]3[N:28]=[CH:27][CH:26]=[CH:25][N:24]=3)[CH3:13])=[N:9][N:8]=2)[CH:2]=1. Given the reactants [N:1]1[CH:6]=[CH:5][CH:4]=[C:3]([C:7]2[S:11][C:10]([C:12](=[N:14][OH:15])[CH3:13])=[N:9][N:8]=2)[CH:2]=1.C(=O)([O-])[O-].[Cs+].[Cs+].Cl[C:23]1[N:28]=[CH:27][CH:26]=[CH:25][N:24]=1, predict the reaction product. (9) The product is: [CH3:13][C:14]1([CH3:28])[CH:16]2[CH2:17][C:18]3[C:22]([CH:15]12)=[C:21]([CH3:23])[S:20][C:19]=3[C:24]([NH:26][NH:27][C:6](=[O:8])[C:5]1[CH:9]=[C:10]([CH3:12])[N:11]=[C:3]([CH2:1][CH3:2])[CH:4]=1)=[O:25]. Given the reactants [CH2:1]([C:3]1[CH:4]=[C:5]([CH:9]=[C:10]([CH3:12])[N:11]=1)[C:6]([OH:8])=O)[CH3:2].[CH3:13][C:14]1([CH3:28])[CH:16]2[CH2:17][C:18]3[C:22]([CH:15]12)=[C:21]([CH3:23])[S:20][C:19]=3[C:24]([NH:26][NH2:27])=[O:25].C1C=CC2N(O)N=NC=2C=1.C(Cl)CCl, predict the reaction product.